This data is from Full USPTO retrosynthesis dataset with 1.9M reactions from patents (1976-2016). The task is: Predict the reactants needed to synthesize the given product. (1) Given the product [CH2:1]([O:3][C:4]1[CH:5]=[C:6]([O:16][C:17]2[CH:18]=[N:19][C:20]([S:23]([CH3:26])(=[O:25])=[O:24])=[CH:21][CH:22]=2)[CH:7]=[C:8]2[C:12]=1[NH:11][C:10]([C:13](=[S:36])[NH2:15])=[CH:9]2)[CH3:2], predict the reactants needed to synthesize it. The reactants are: [CH2:1]([O:3][C:4]1[CH:5]=[C:6]([O:16][C:17]2[CH:18]=[N:19][C:20]([S:23]([CH3:26])(=[O:25])=[O:24])=[CH:21][CH:22]=2)[CH:7]=[C:8]2[C:12]=1[NH:11][C:10]([C:13]([NH2:15])=O)=[CH:9]2)[CH3:2].COC1C=CC(P2(SP(C3C=CC(OC)=CC=3)(=S)S2)=[S:36])=CC=1. (2) Given the product [CH3:10][C:5]1[C:6]([C:7]([NH2:24])=[O:8])=[CH:2][S:3][CH:4]=1, predict the reactants needed to synthesize it. The reactants are: Br[C:2]1[S:3][C:4](N([C@H]2CC[C@H](N(C)C)CC2)CC)=[C:5]([CH3:10])[C:6]=1[C:7](O)=[O:8].Cl.[NH2:24]CC1C(=O)C=C(C)NC=1C.C(N(CC)C(C)C)(C)C.C1CN([P+](Br)(N2CCCC2)N2CCCC2)CC1.F[P-](F)(F)(F)(F)F. (3) Given the product [NH2:88][C:2]1[CH:3]=[C:4]([CH:20]=[CH:21][N:22]=1)[C:5]([N:7]1[CH2:12][CH2:11][N:10]([C:13]([O:15][C:16]([CH3:19])([CH3:18])[CH3:17])=[O:14])[CH2:9][CH2:8]1)=[O:6], predict the reactants needed to synthesize it. The reactants are: Cl[C:2]1[CH:3]=[C:4]([CH:20]=[CH:21][N:22]=1)[C:5]([N:7]1[CH2:12][CH2:11][N:10]([C:13]([O:15][C:16]([CH3:19])([CH3:18])[CH3:17])=[O:14])[CH2:9][CH2:8]1)=[O:6].CC([O-])(C)C.[Na+].C1C=CC(P(C2C(C3C(P(C4C=CC=CC=4)C4C=CC=CC=4)=CC=C4C=3C=CC=C4)=C3C(C=CC=C3)=CC=2)C2C=CC=CC=2)=CC=1.C(=[NH:88])(C1C=CC=CC=1)C1C=CC=CC=1.Cl.C1COCC1.C([O-])(O)=O.[Na+]. (4) Given the product [OH:8][C:9]([CH3:15])([CH3:14])[C:10]([O-:12])=[O:11].[CH2:1]([N+:3]([CH2:6][CH3:7])([CH2:4][CH3:5])[CH3:9])[CH3:2], predict the reactants needed to synthesize it. The reactants are: [CH2:1]([N:3]([CH2:6][CH3:7])[CH2:4][CH3:5])[CH3:2].[OH:8][C:9]([CH3:15])([CH3:14])[C:10]([O:12]C)=[O:11]. (5) The reactants are: C(O[C:6](=[O:47])[C:7]1[CH:12]=[C:11]([C:13]2[CH:18]=[C:17]([S:19][CH2:20][CH2:21][C:22](=[O:43])[NH:23][C@H:24]([C:35]([N:37]3[CH2:42][CH2:41][O:40][CH2:39][CH2:38]3)=[O:36])[CH2:25][CH2:26][NH:27]C(OC(C)(C)C)=O)[N:16]=[C:15]([NH2:44])[N:14]=2)[C:10]([CH3:45])=[CH:9][C:8]=1[CH3:46])(C)(C)C.FC(F)(F)C(O)=O.F[P-](F)(F)(F)(F)F.N1(OC(N(C)C)=[N+](C)C)C2N=CC=CC=2N=N1.C(N(C(C)C)CC)(C)C. Given the product [NH2:44][C:15]1[N:14]=[C:13]2[CH:18]=[C:17]([N:16]=1)[S:19][CH2:20][CH2:21][C:22](=[O:43])[NH:23][C@H:24]([C:35]([N:37]1[CH2:38][CH2:39][O:40][CH2:41][CH2:42]1)=[O:36])[CH2:25][CH2:26][NH:27][C:6](=[O:47])[C:7]1=[CH:12][C:11]2=[C:10]([CH3:45])[CH:9]=[C:8]1[CH3:46], predict the reactants needed to synthesize it. (6) Given the product [CH2:37]([C:33]1[CH:34]=[C:35]([CH3:36])[C:30]([N:27]2[CH2:26][CH2:25][N:24]([C:22]([C:11]3[CH:12]=[CH:13][C:14]([N:16]4[CH2:20][CH2:19][CH2:18][C:17]4=[O:21])=[CH:15][C:10]=3[C:9]([NH:8][CH3:6])=[O:39])=[O:23])[CH2:29][CH2:28]2)=[N:31][CH:32]=1)[CH3:38], predict the reactants needed to synthesize it. The reactants are: C(O[C:6]([N:8](C(OC(C)(C)C)=O)[C:9](=[O:39])[C:10]1[CH:15]=[C:14]([N:16]2[CH2:20][CH2:19][CH2:18][C:17]2=[O:21])[CH:13]=[CH:12][C:11]=1[C:22]([N:24]1[CH2:29][CH2:28][N:27]([C:30]2[C:35]([CH3:36])=[CH:34][C:33]([CH2:37][CH3:38])=[CH:32][N:31]=2)[CH2:26][CH2:25]1)=[O:23])=O)(C)(C)C. (7) Given the product [Br:1][C:2]1[CH:3]=[C:4]2[C:8](=[CH:9][C:10]=1[F:11])[N:7]([CH3:12])[N:6]=[CH:5]2, predict the reactants needed to synthesize it. The reactants are: [Br:1][C:2]1[CH:3]=[C:4]2[C:8](=[CH:9][C:10]=1[F:11])[NH:7][N:6]=[CH:5]2.[CH3:12]C([O-])(C)C.[K+].CI. (8) Given the product [CH3:1][O:2][C:3]([C:5]1([CH2:15][C:16]2[CH:17]=[CH:18][C:19]([Cl:22])=[CH:20][CH:21]=2)[CH2:9][CH2:8][C:7]([CH2:12][O:13][CH2:27][O:26][CH3:25])([CH2:10][O:11][CH2:31][O:45][CH3:42])[C:6]1=[O:14])=[O:4], predict the reactants needed to synthesize it. The reactants are: [CH3:1][O:2][C:3]([C:5]1([CH2:15][C:16]2[CH:21]=[CH:20][C:19]([Cl:22])=[CH:18][CH:17]=2)[CH2:9][CH2:8][C:7]([CH2:12][OH:13])([CH2:10][OH:11])[C:6]1=[O:14])=[O:4].CO[CH2:25][O:26][CH3:27].[Br-].[Li+].O.[C:31]1(C)C=CC(S(O)(=O)=O)=CC=1.[C:42](=[O:45])([O-])O.[Na+]. (9) Given the product [Br:1][C:2]1[CH:3]=[C:4]2[C:12](=[C:13]([C:15](=[O:17])[NH2:16])[CH:14]=1)[NH:11][C:10]1[CH:9]=[CH:8][C:7]([C:18]([OH:20])=[O:19])=[CH:6][C:5]2=1, predict the reactants needed to synthesize it. The reactants are: [Br:1][C:2]1[CH:3]=[C:4]2[C:12](=[C:13]([C:15](=[O:17])[NH2:16])[CH:14]=1)[NH:11][C:10]1[CH:9]=[CH:8][C:7]([C:18]([O:20]CC)=[O:19])=[CH:6][C:5]2=1.[OH-].[Na+]. (10) Given the product [NH2:7][CH:8]1[CH2:13][CH2:12][CH2:11][CH:10]([NH:14][C:15]([C:17]2[C:25]3[C:20](=[N:21][CH:22]=[C:23]([C:26]4[C:34]5[C:29](=[CH:30][C:31]([Cl:35])=[CH:32][CH:33]=5)[N:28]([CH3:36])[N:27]=4)[N:24]=3)[NH:19][CH:18]=2)=[O:16])[CH2:9]1, predict the reactants needed to synthesize it. The reactants are: C(OC(=O)[NH:7][CH:8]1[CH2:13][CH2:12][CH2:11][CH:10]([NH:14][C:15]([C:17]2[C:25]3[C:20](=[N:21][CH:22]=[C:23]([C:26]4[C:34]5[C:29](=[CH:30][C:31]([Cl:35])=[CH:32][CH:33]=5)[N:28]([CH3:36])[N:27]=4)[N:24]=3)[NH:19][CH:18]=2)=[O:16])[CH2:9]1)(C)(C)C.C(O)(C(F)(F)F)=O.C1CCCCC1.